From a dataset of Catalyst prediction with 721,799 reactions and 888 catalyst types from USPTO. Predict which catalyst facilitates the given reaction. (1) The catalyst class is: 6. Product: [NH:2]1[C:3]2[CH:8]=[CH:7][C:6]([NH:9][C:10]3[N:15]=[C:14]([NH:16][CH2:17][C:18]4[O:19][CH:20]=[CH:21][CH:22]=4)[N:13]=[C:12]([O:23][CH2:24][CH3:25])[N:11]=3)=[CH:5][C:4]=2[N:29]=[CH:26]1. Reactant: C[N:2]([CH3:26])[C:3]1[CH:8]=[CH:7][C:6]([NH:9][C:10]2[N:15]=[C:14]([NH:16][CH2:17][C:18]3[O:19][CH:20]=[CH:21][CH:22]=3)[N:13]=[C:12]([O:23][CH2:24][CH3:25])[N:11]=2)=[CH:5][CH:4]=1.Cl.Cl.[NH2:29]C1C=CC=CC=1.C([O-])([O-])=O.[K+].[K+].CS(C)=O. (2) Reactant: [CH3:1][O:2][C:3]1[C:12]2[C:7](=[CH:8][CH:9]=[C:10]([C:13]([OH:15])=O)[CH:11]=2)[N:6]=[C:5]([CH2:16][CH2:17][CH3:18])[CH:4]=1.C(Cl)CCl.C1C=CC2N(O)N=NC=2C=1.[F:33][C:34]([F:44])([F:43])[C:35]1[CH:42]=[CH:41][C:38]([CH2:39][NH2:40])=[CH:37][CH:36]=1. Product: [CH3:1][O:2][C:3]1[C:12]2[C:7](=[CH:8][CH:9]=[C:10]([C:13]([NH:40][CH2:39][C:38]3[CH:37]=[CH:36][C:35]([C:34]([F:33])([F:43])[F:44])=[CH:42][CH:41]=3)=[O:15])[CH:11]=2)[N:6]=[C:5]([CH2:16][CH2:17][CH3:18])[CH:4]=1. The catalyst class is: 306.